From a dataset of Full USPTO retrosynthesis dataset with 1.9M reactions from patents (1976-2016). Predict the reactants needed to synthesize the given product. (1) The reactants are: [F:1][C:2]1[C:9]([OH:10])=[CH:8][CH:7]=[C:6]([F:11])[C:3]=1[CH:4]=[O:5].Br[CH2:13][CH2:14][O:15][CH:16]1[CH2:21][CH2:20][CH2:19][CH2:18][O:17]1.C(=O)([O-])[O-].[K+].[K+].O. Given the product [F:1][C:2]1[C:9]([O:10][CH2:13][CH2:14][O:15][CH:16]2[CH2:21][CH2:20][CH2:19][CH2:18][O:17]2)=[CH:8][CH:7]=[C:6]([F:11])[C:3]=1[CH:4]=[O:5], predict the reactants needed to synthesize it. (2) Given the product [CH3:1][CH2:2][CH:3]([CH:5]1[NH:27][C:25](=[O:26])[CH2:24][NH:23][C:21](=[O:22])[CH:20]2[NH:28][C:29]([CH:31]([CH:51]([CH:53]([OH:56])[CH2:54][OH:55])[CH3:52])[NH:32][C:33]([CH:35]3[N:39]([C:40]([CH:42]([CH2:46][C:47]([OH:49])=[O:48])[NH:43][C:44](=[O:45])[CH:13]([CH2:14][S:15]([C:17]4[NH:59][C:58]5[CH:60]=[C:61]([OH:64])[CH:62]=[CH:63][C:57]=5[C:18]=4[CH2:19]2)=[O:16])[NH:12][C:10](=[O:11])[CH2:9][NH:8][C:6]1=[O:7])=[O:41])[CH2:38][CH:37]([OH:50])[CH2:36]3)=[O:34])=[O:30])[CH3:4].[NH-:72][CH2:73][CH2:74][CH2:75][CH2:76][CH2:77][CH2:78][NH-:79], predict the reactants needed to synthesize it. The reactants are: [CH3:1][CH2:2][CH:3]([CH:5]1[NH:27][C:25](=[O:26])[CH2:24][NH:23][C:21](=[O:22])[CH:20]2[NH:28][C:29]([CH:31]([CH:51]([CH:53]([OH:56])[CH2:54][OH:55])[CH3:52])[NH:32][C:33]([CH:35]3[N:39]([C:40]([CH:42]([CH2:46][C:47]([OH:49])=[O:48])[NH:43][C:44](=[O:45])[CH:13]([CH2:14][S:15]([C:17]4[NH:59][C:58]5[CH:60]=[C:61]([OH:64])[CH:62]=[CH:63][C:57]=5[C:18]=4[CH2:19]2)=[O:16])[NH:12][C:10](=[O:11])[CH2:9][NH:8][C:6]1=[O:7])=[O:41])[CH2:38][CH:37]([OH:50])[CH2:36]3)=[O:34])=[O:30])[CH3:4].C(OC([N-:72][CH2:73][CH2:74][CH2:75][CH2:76][CH2:77][CH2:78][NH-:79])=O)(C)(C)C. (3) Given the product [OH:48][CH:33]1[CH:32]([NH:31][C:7](=[O:9])[C:2]2[CH:3]=[CH:4][CH:5]=[CH:6][N:1]=2)[CH2:37][CH2:36][N:35]([C:38]([O:40][CH2:41][C:42]2[CH:47]=[CH:46][CH:45]=[CH:44][CH:43]=2)=[O:39])[CH2:34]1, predict the reactants needed to synthesize it. The reactants are: [N:1]1[CH:6]=[CH:5][CH:4]=[CH:3][C:2]=1[C:7]([OH:9])=O.CCN=C=NCCCN(C)C.C1C=CC2N(O)N=NC=2C=1.[NH2:31][C@@H:32]1[CH2:37][CH2:36][N:35]([C:38]([O:40][CH2:41][C:42]2[CH:47]=[CH:46][CH:45]=[CH:44][CH:43]=2)=[O:39])[CH2:34][C@H:33]1[OH:48].